This data is from Full USPTO retrosynthesis dataset with 1.9M reactions from patents (1976-2016). The task is: Predict the reactants needed to synthesize the given product. (1) Given the product [N:11]1([C:8]2([N:7]3[CH2:2][CH2:3][CH2:4][C:5]3=[O:6])[CH2:10][CH2:9]2)[CH:15]=[CH:14][N:13]=[CH:12]1, predict the reactants needed to synthesize it. The reactants are: Br[CH2:2][CH2:3][CH2:4][C:5]([NH:7][C:8]1([N:11]2[CH:15]=[CH:14][N:13]=[CH:12]2)[CH2:10][CH2:9]1)=[O:6].C([O-])([O-])=O.[K+].[K+]. (2) Given the product [CH2:47]1[C:46]2([CH2:45][CH2:44][N:43]([C:41]([C:40]3[CH:39]=[CH:38][C:37]([C:34]4[CH:35]=[CH:36][C:31]5[N:32]([C:28]([C:25]6[CH:24]=[CH:23][C:22]([C:20]#[N:21])=[CH:27][CH:26]=6)=[CH:29][N:30]=5)[CH:33]=4)=[CH:60][CH:59]=3)=[O:42])[CH2:58][CH2:57]2)[CH2:49][NH:48]1, predict the reactants needed to synthesize it. The reactants are: C(C1C=CC(B(O)O)=CC=1)#N.[O-]P([O-])([O-])=O.[K+].[K+].[K+].[C:20]([C:22]1[CH:27]=[CH:26][C:25]([C:28]2[N:32]3[CH:33]=[C:34]([C:37]4[CH:60]=[CH:59][C:40]([C:41]([N:43]5[CH2:58][CH2:57][C:46]6([CH2:49][N:48](C(OC(C)(C)C)=O)[CH2:47]6)[CH2:45][CH2:44]5)=[O:42])=[CH:39][CH:38]=4)[CH:35]=[CH:36][C:31]3=[N:30][CH:29]=2)=[CH:24][CH:23]=1)#[N:21].